From a dataset of Reaction yield outcomes from USPTO patents with 853,638 reactions. Predict the reaction yield, written as a fraction of the theoretical maximum amount of product (1.0 means a 100% yield; for example, 0.34 means a 34% yield). (1) The reactants are [C:1]1([S:7]([N:10]2[C:14]3=[N:15][CH:16]=[C:17](Br)[CH:18]=[C:13]3[C:12]([C:20]3[CH:24]=[CH:23][O:22][CH:21]=3)=[CH:11]2)(=[O:9])=[O:8])[CH:6]=[CH:5][CH:4]=[CH:3][CH:2]=1.[CH:25]([Si:28]([CH:40]([CH3:42])[CH3:41])([CH:37]([CH3:39])[CH3:38])[N:29]1[CH:33]=[CH:32][C:31](B(O)O)=[CH:30]1)([CH3:27])[CH3:26].[Li+].[Cl-].C([O-])([O-])=O.[Na+].[Na+]. The catalyst is Cl[Pd](Cl)([P](C1C=CC=CC=1)(C1C=CC=CC=1)C1C=CC=CC=1)[P](C1C=CC=CC=1)(C1C=CC=CC=1)C1C=CC=CC=1.C1(C)C=CC=CC=1.CCO. The product is [C:1]1([S:7]([N:10]2[C:14]3=[N:15][CH:16]=[C:17]([C:31]4[CH:32]=[CH:33][N:29]([Si:28]([CH:37]([CH3:39])[CH3:38])([CH:40]([CH3:42])[CH3:41])[CH:25]([CH3:26])[CH3:27])[CH:30]=4)[CH:18]=[C:13]3[C:12]([C:20]3[CH:24]=[CH:23][O:22][CH:21]=3)=[CH:11]2)(=[O:9])=[O:8])[CH:6]=[CH:5][CH:4]=[CH:3][CH:2]=1. The yield is 0.360. (2) The reactants are [N:1]1([C:7]([O:9][C:10]([CH3:13])([CH3:12])[CH3:11])=[O:8])[CH2:6][CH2:5][NH:4][CH2:3][CH2:2]1.Cl[C:15]1[CH:20]=[N:19][CH:18]=[CH:17][N:16]=1.C([O-])([O-])=O.[Cs+].[Cs+]. The catalyst is CS(C)=O. The product is [N:16]1[CH:17]=[CH:18][N:19]=[CH:20][C:15]=1[N:4]1[CH2:5][CH2:6][N:1]([C:7]([O:9][C:10]([CH3:13])([CH3:12])[CH3:11])=[O:8])[CH2:2][CH2:3]1. The yield is 0.600. (3) The reactants are FC(F)(F)C(O)=O.[Cl:8][C:9]1[C:10]([NH:31][C@@H:32]2[C@@H:37]3[CH2:38][C@@H:34]([CH:35]=[CH:36]3)[C@@H:33]2[C:39]([NH2:41])=[O:40])=[C:11]2[N:17]=[C:16]([C:18]3[CH:23]=[CH:22][C:21](CN4CCOCC4)=[CH:20][CH:19]=3)[NH:15][C:12]2=[N:13][CH:14]=1.NC1C(N)=C(N[C@@H]2[C@@H]3C[C@@H](C=C3)[C@@H]2C(N)=O)C(Cl)=CN=1.[N:62]1(C2C=CC(C=O)=CC=2)[CH2:67][CH2:66][O:65][CH2:64][CH2:63]1. No catalyst specified. The product is [Cl:8][C:9]1[C:10]([NH:31][C@@H:32]2[C@@H:37]3[CH2:38][C@@H:34]([CH:35]=[CH:36]3)[C@@H:33]2[C:39]([NH2:41])=[O:40])=[C:11]2[N:17]=[C:16]([C:18]3[CH:23]=[CH:22][C:21]([N:62]4[CH2:67][CH2:66][O:65][CH2:64][CH2:63]4)=[CH:20][CH:19]=3)[NH:15][C:12]2=[N:13][CH:14]=1. The yield is 0.200.